From a dataset of Forward reaction prediction with 1.9M reactions from USPTO patents (1976-2016). Predict the product of the given reaction. (1) Given the reactants Cl[C:2]1[CH:7]=[CH:6][C:5]([I:8])=[CH:4][N:3]=1.[NH:9]1[CH2:14][CH2:13][O:12][CH2:11][CH2:10]1, predict the reaction product. The product is: [I:8][C:5]1[CH:6]=[CH:7][C:2]([N:9]2[CH2:14][CH2:13][O:12][CH2:11][CH2:10]2)=[N:3][CH:4]=1. (2) Given the reactants [H-].[Na+].[I-].[CH3:4][S+](C)(C)=O.[CH3:9][N:10]([CH3:39])[C:11]([C:13]1[CH:18]=[CH:17][C:16]([C:19]2[N:24]=[C:23]3[O:25][C:26]4[C:31]([CH:32]([C:33](=[CH2:38])[C:34]([O:36][CH3:37])=[O:35])[C:22]3=[CH:21][CH:20]=2)=[CH:30][CH:29]=[CH:28][CH:27]=4)=[CH:15][CH:14]=1)=[O:12], predict the reaction product. The product is: [CH3:39][N:10]([CH3:9])[C:11]([C:13]1[CH:14]=[CH:15][C:16]([C:19]2[N:24]=[C:23]3[O:25][C:26]4[C:31]([CH:32]([C:33]5([C:34]([O:36][CH3:37])=[O:35])[CH2:4][CH2:38]5)[C:22]3=[CH:21][CH:20]=2)=[CH:30][CH:29]=[CH:28][CH:27]=4)=[CH:17][CH:18]=1)=[O:12]. (3) Given the reactants [O:1]1[CH2:6][CH2:5][O:4][CH2:3][CH:2]1[CH2:7][OH:8].[H-].[Na+].Cl[C:12]1[CH:27]=[C:16]2[C:17]3[C:22]([CH2:23][CH2:24][N:15]2[C:14](=[O:28])[N:13]=1)=[CH:21][C:20]([O:25][CH3:26])=[CH:19][CH:18]=3, predict the reaction product. The product is: [O:1]1[CH2:6][CH2:5][O:4][CH2:3][CH:2]1[CH2:7][O:8][C:12]1[CH:27]=[C:16]2[C:17]3[C:22]([CH2:23][CH2:24][N:15]2[C:14](=[O:28])[N:13]=1)=[CH:21][C:20]([O:25][CH3:26])=[CH:19][CH:18]=3. (4) Given the reactants C[N:2](C)/[CH:3]=[CH:4]/[C:5]([C:7]1[C:12](=[O:13])[CH:11]=[CH:10][N:9]([C:14]2[CH:19]=[CH:18][CH:17]=[C:16]([S:20]([CH3:23])(=[O:22])=[O:21])[CH:15]=2)[N:8]=1)=O.[F:25][C:26]1[CH:31]=[C:30]([F:32])[CH:29]=[CH:28][C:27]=1[NH:33]N, predict the reaction product. The product is: [F:25][C:26]1[CH:31]=[C:30]([F:32])[CH:29]=[CH:28][C:27]=1[N:33]1[C:5]([C:7]2[C:12](=[O:13])[CH:11]=[CH:10][N:9]([C:14]3[CH:19]=[CH:18][CH:17]=[C:16]([S:20]([CH3:23])(=[O:22])=[O:21])[CH:15]=3)[N:8]=2)=[CH:4][CH:3]=[N:2]1. (5) Given the reactants Cl[C:2]1[N:3]=[C:4]([NH:11][C:12]2[CH:17]=[CH:16][C:15]([O:18][CH3:19])=[C:14]([O:20][CH3:21])[N:13]=2)[C:5]2[N:10]=[CH:9][S:8][C:6]=2[N:7]=1.[NH:22]1[CH2:26][CH2:25][CH:24]([NH:27][C:28](=[O:34])[O:29][C:30]([CH3:33])([CH3:32])[CH3:31])[CH2:23]1.CC(C1C=C(C(C)C)C(C2C=CC=CC=2P(C2CCCCC2)C2CCCCC2)=C(C(C)C)C=1)C.C([O-])([O-])=O.[Cs+].[Cs+], predict the reaction product. The product is: [CH3:19][O:18][C:15]1[CH:16]=[CH:17][C:12]([NH:11][C:4]2[C:5]3[N:10]=[CH:9][S:8][C:6]=3[N:7]=[C:2]([N:22]3[CH2:26][CH2:25][CH:24]([NH:27][C:28](=[O:34])[O:29][C:30]([CH3:32])([CH3:31])[CH3:33])[CH2:23]3)[N:3]=2)=[N:13][C:14]=1[O:20][CH3:21].